This data is from Reaction yield outcomes from USPTO patents with 853,638 reactions. The task is: Predict the reaction yield, written as a fraction of the theoretical maximum amount of product (1.0 means a 100% yield; for example, 0.34 means a 34% yield). (1) The catalyst is C(OCC)(=O)C.[Pd]. The reactants are [CH2:1]([N:5]([CH2:23][CH:24]([CH3:26])[CH3:25])[C:6]1[CH:11]=[CH:10][C:9]([C:12]([CH3:19])=[CH:13][C:14]([O:16][CH2:17][CH3:18])=[O:15])=[CH:8][C:7]=1[N+:20]([O-])=O)[CH:2]([CH3:4])[CH3:3]. The product is [NH2:20][C:7]1[CH:8]=[C:9]([CH:12]([CH3:19])[CH2:13][C:14]([O:16][CH2:17][CH3:18])=[O:15])[CH:10]=[CH:11][C:6]=1[N:5]([CH2:23][CH:24]([CH3:25])[CH3:26])[CH2:1][CH:2]([CH3:4])[CH3:3]. The yield is 0.760. (2) The reactants are [CH3:1][S:2]([C:5]1[CH:10]=[CH:9][C:8](B(O)O)=[CH:7][CH:6]=1)(=[O:4])=[O:3].Br[C:15]1[CH:16]=[CH:17][C:18]([O:21][CH2:22][CH:23]2[CH2:28][CH2:27][N:26]([C:29]([O:31][C:32]([CH3:35])([CH3:34])[CH3:33])=[O:30])[CH2:25][CH2:24]2)=[N:19][CH:20]=1.C([O-])([O-])=O.[Na+].[Na+]. The yield is 0.930. The catalyst is COCCOC.C1C=CC([P]([Pd]([P](C2C=CC=CC=2)(C2C=CC=CC=2)C2C=CC=CC=2)([P](C2C=CC=CC=2)(C2C=CC=CC=2)C2C=CC=CC=2)[P](C2C=CC=CC=2)(C2C=CC=CC=2)C2C=CC=CC=2)(C2C=CC=CC=2)C2C=CC=CC=2)=CC=1. The product is [CH3:1][S:2]([C:5]1[CH:10]=[CH:9][C:8]([C:15]2[CH:16]=[CH:17][C:18]([O:21][CH2:22][CH:23]3[CH2:24][CH2:25][N:26]([C:29]([O:31][C:32]([CH3:35])([CH3:34])[CH3:33])=[O:30])[CH2:27][CH2:28]3)=[N:19][CH:20]=2)=[CH:7][CH:6]=1)(=[O:4])=[O:3]. (3) The reactants are [F:1][CH:2]([F:5])[CH2:3][NH2:4].C(N(CC)C(C)C)(C)C.CN(C(ON1N=NC2C=CC=NC1=2)=[N+](C)C)C.F[P-](F)(F)(F)(F)F.[C:39]([C:43]1[N:47]([CH2:48][CH:49]2[CH2:54][CH2:53][O:52][CH2:51][CH2:50]2)[C:46]2[CH:55]=[CH:56][C:57]([S:59]([N:62]3[CH:66]=[CH:65][C:64]([C:67](O)=[O:68])=[CH:63]3)(=[O:61])=[O:60])=[CH:58][C:45]=2[N:44]=1)([CH3:42])([CH3:41])[CH3:40]. The catalyst is CN(C=O)C. The product is [C:39]([C:43]1[N:47]([CH2:48][CH:49]2[CH2:54][CH2:53][O:52][CH2:51][CH2:50]2)[C:46]2[CH:55]=[CH:56][C:57]([S:59]([N:62]3[CH:66]=[CH:65][C:64]([C:67]([NH:4][CH2:3][CH:2]([F:5])[F:1])=[O:68])=[CH:63]3)(=[O:61])=[O:60])=[CH:58][C:45]=2[N:44]=1)([CH3:42])([CH3:40])[CH3:41]. The yield is 0.0200. (4) The reactants are C(OC([N:8]1[CH2:14][CH2:13][CH2:12][CH:11]([N:15]([C:31](=[O:33])[CH3:32])[CH2:16][C:17]2[CH:22]=[C:21]([C:23]([F:26])([F:25])[F:24])[CH:20]=[C:19]([C:27]([F:30])([F:29])[F:28])[CH:18]=2)[C:10]2[CH:34]=[CH:35][C:36]([Cl:38])=[CH:37][C:9]1=2)=O)(C)(C)C.FC(F)(F)C(O)=O.C(=O)(O)[O-].[Na+]. The catalyst is ClCCl. The product is [F:30][C:27]([F:28])([F:29])[C:19]1[CH:18]=[C:17]([CH:22]=[C:21]([C:23]([F:24])([F:25])[F:26])[CH:20]=1)[CH2:16][N:15]([CH:11]1[CH2:12][CH2:13][CH2:14][NH:8][C:9]2[CH:37]=[C:36]([Cl:38])[CH:35]=[CH:34][C:10]1=2)[C:31](=[O:33])[CH3:32]. The yield is 0.810. (5) The reactants are [H-].[Na+].[CH2:3]([O:5][C:6](=[O:20])[CH2:7][O:8][C:9]1[CH:19]=[N:18][CH:17]=[CH:16][C:10]=1[C:11](OCC)=[O:12])[CH3:4]. The catalyst is C1COCC1. The product is [OH:12][C:11]1[C:10]2[C:9](=[CH:19][N:18]=[CH:17][CH:16]=2)[O:8][C:7]=1[C:6]([O:5][CH2:3][CH3:4])=[O:20]. The yield is 0.680.